Dataset: Forward reaction prediction with 1.9M reactions from USPTO patents (1976-2016). Task: Predict the product of the given reaction. (1) Given the reactants Cl.Cl.[N:3]1[NH:4][N:5]=[N:6][C:7]=1[C:8]1[CH:9]=[C:10]([NH2:15])[C:11]([NH2:14])=[CH:12][CH:13]=1.[C:16](C1NC=CN=1)(C1NC=CN=1)=[S:17], predict the reaction product. The product is: [N:6]1[NH:5][N:4]=[N:3][C:7]=1[C:8]1[CH:13]=[CH:12][C:11]2[NH:14][C:16](=[S:17])[NH:15][C:10]=2[CH:9]=1. (2) Given the reactants CS(O[CH2:6][C:7]1([CH2:11][O:12][CH2:13][C:14]2[CH:19]=[CH:18][CH:17]=[CH:16][CH:15]=2)[CH2:10][CH2:9][CH2:8]1)(=O)=O.[C-:20]#[N:21].[K+], predict the reaction product. The product is: [CH2:13]([O:12][CH2:11][C:7]1([CH2:6][C:20]#[N:21])[CH2:10][CH2:9][CH2:8]1)[C:14]1[CH:19]=[CH:18][CH:17]=[CH:16][CH:15]=1. (3) Given the reactants [Cl:1][CH2:2][CH2:3][CH2:4][CH:5]1[S:10][C:9]2[CH:11]=[CH:12][CH:13]=[CH:14][C:8]=2[N:7]([C:15]2[CH:20]=[CH:19][CH:18]=[C:17]([Cl:21])[CH:16]=2)[S:6]1(=[O:23])=[O:22].[CH3:24][NH2:25].Cl, predict the reaction product. The product is: [ClH:1].[CH3:24][NH:25][CH2:2][CH2:3][CH2:4][CH:5]1[S:10][C:9]2[CH:11]=[CH:12][CH:13]=[CH:14][C:8]=2[N:7]([C:15]2[CH:20]=[CH:19][CH:18]=[C:17]([Cl:21])[CH:16]=2)[S:6]1(=[O:23])=[O:22]. (4) Given the reactants [CH3:1][C:2]1[CH:8]=[C:7]([C:9]([F:12])([F:11])[F:10])[CH:6]=[CH:5][C:3]=1[NH2:4].[Br-:13].[K+].B1([O-])OO1.O.O.O.O.[Na+].C(=O)(O)[O-].[Na+], predict the reaction product. The product is: [Br:13][C:5]1[CH:6]=[C:7]([C:9]([F:10])([F:11])[F:12])[CH:8]=[C:2]([CH3:1])[C:3]=1[NH2:4]. (5) Given the reactants [Cl:1][C:2]1[CH:7]=[CH:6][C:5]([OH:8])=[CH:4][CH:3]=1.O[CH:10]([C:33]1[CH:38]=[CH:37][CH:36]=[CH:35][CH:34]=1)[CH2:11][CH2:12][CH2:13][CH2:14][N:15]1[CH2:20][CH2:19][CH:18]([C:21]2[CH:22]=[C:23]([NH:27][C:28](=[O:32])[CH:29]([CH3:31])[CH3:30])[CH:24]=[CH:25][CH:26]=2)[CH2:17][CH2:16]1.Cl, predict the reaction product. The product is: [Cl:1][C:2]1[CH:7]=[CH:6][C:5]([O:8][CH:10]([C:33]2[CH:34]=[CH:35][CH:36]=[CH:37][CH:38]=2)[CH2:11][CH2:12][CH2:13][CH2:14][N:15]2[CH2:20][CH2:19][CH:18]([C:21]3[CH:22]=[C:23]([NH:27][C:28](=[O:32])[CH:29]([CH3:31])[CH3:30])[CH:24]=[CH:25][CH:26]=3)[CH2:17][CH2:16]2)=[CH:4][CH:3]=1. (6) The product is: [CH:31]1([C:2]2[C:3]([F:13])=[CH:4][CH:5]=[C:6]3[C:11]=2[N:10]=[C:9]([CH3:12])[CH:8]=[CH:7]3)[CH2:32][CH2:27]1. Given the reactants Br[C:2]1[C:3]([F:13])=[CH:4][CH:5]=[C:6]2[C:11]=1[N:10]=[C:9]([CH3:12])[CH:8]=[CH:7]2.P([CH:27]1[CH2:32][CH2:31]CCC1)(C1CCCCC1)C1CCCCC1.[O-]P([O-])([O-])=O.[K+].[K+].[K+].C1(B(O)O)CC1, predict the reaction product. (7) The product is: [F:3][C:4]1[CH:9]=[C:8]([N+:10]([O-:12])=[O:11])[C:7]([F:13])=[CH:6][C:5]=1[CH:16]([C:17]([O:19][CH2:20][CH3:21])=[O:18])[C:22]([O:24][CH2:25][CH3:26])=[O:23]. Given the reactants [OH-].[Na+].[F:3][C:4]1[CH:9]=[C:8]([N+:10]([O-:12])=[O:11])[C:7]([F:13])=[CH:6][C:5]=1F.Cl[CH:16]([C:22]([O:24][CH2:25][CH3:26])=[O:23])[C:17]([O:19][CH2:20][CH3:21])=[O:18].Cl, predict the reaction product. (8) Given the reactants [Br:1][C:2]1[CH:9]=[C:8](F)[C:7]([F:11])=[CH:6][C:3]=1[C:4]#[N:5].Cl.[NH2:13][C@H:14]([CH2:18][O:19][CH3:20])[C:15]([NH2:17])=[O:16].CCN(C(C)C)C(C)C.O, predict the reaction product. The product is: [Br:1][C:2]1[C:3]([C:4]#[N:5])=[CH:6][C:7]([F:11])=[C:8]([NH:13][C@H:14]([CH2:18][O:19][CH3:20])[C:15]([NH2:17])=[O:16])[CH:9]=1.